Dataset: Plasma protein binding rate (PPBR) regression data from AstraZeneca. Task: Regression/Classification. Given a drug SMILES string, predict its absorption, distribution, metabolism, or excretion properties. Task type varies by dataset: regression for continuous measurements (e.g., permeability, clearance, half-life) or binary classification for categorical outcomes (e.g., BBB penetration, CYP inhibition). For this dataset (ppbr_az), we predict Y. (1) The drug is Cc1ccc(S(=O)(=O)Nc2c(C(=O)N[C@@H](C)C(C)(C)C)c(C(F)(F)F)nn2-c2ccccc2)cc1. The Y is 99.6 %. (2) The compound is COc1ccc(NC(=O)CCc2c(C)nc3nc(C)nn3c2C)cc1. The Y is 82.4 %.